From a dataset of Forward reaction prediction with 1.9M reactions from USPTO patents (1976-2016). Predict the product of the given reaction. (1) Given the reactants [OH:1][C:2]1[CH:10]=[CH:9][C:5]([C:6]([NH2:8])=[O:7])=[C:4]([N+:11]([O-:13])=[O:12])[CH:3]=1.C(=O)([O-])[O-].[K+].[K+].[Br:20][CH2:21][CH2:22][CH2:23][CH2:24]Br, predict the reaction product. The product is: [Br:20][CH2:21][CH2:22][CH2:23][CH2:24][O:1][C:2]1[CH:10]=[CH:9][C:5]([C:6]([NH2:8])=[O:7])=[C:4]([N+:11]([O-:13])=[O:12])[CH:3]=1. (2) Given the reactants COC1C=C(NC2C3C(=C(C)C=C(S(C4C=CC=C(C(=O)NCCCCCCCC=O)C=4)(=O)=O)C=3)N=CC=2C(N)=O)C=CC=1.[OH:45][CH2:46][CH2:47][CH2:48][C:49]#[C:50][C:51]1[CH:56]=[CH:55][C:54]([NH:57][C:58]([C:60]2[CH:61]=[C:62]([S:66]([C:69]3[CH:70]=[C:71]4[C:76](=[C:77]([CH3:79])[CH:78]=3)[N:75]=[CH:74][C:73]([C:80]([NH2:82])=[O:81])=[C:72]4[NH:83][C:84]3[CH:89]=[CH:88][CH:87]=[C:86]([O:90][CH3:91])[CH:85]=3)(=[O:68])=[O:67])[CH:63]=[CH:64][CH:65]=2)=[O:59])=[CH:53][C:52]=1[CH3:92], predict the reaction product. The product is: [CH3:91][O:90][C:86]1[CH:85]=[C:84]([NH:83][C:72]2[C:71]3[C:76](=[C:77]([CH3:79])[CH:78]=[C:69]([S:66]([C:62]4[CH:63]=[CH:64][CH:65]=[C:60]([C:58](=[O:59])[NH:57][C:54]5[CH:55]=[CH:56][C:51]([C:50]#[C:49][CH2:48][CH2:47][CH:46]=[O:45])=[C:52]([CH3:92])[CH:53]=5)[CH:61]=4)(=[O:68])=[O:67])[CH:70]=3)[N:75]=[CH:74][C:73]=2[C:80]([NH2:82])=[O:81])[CH:89]=[CH:88][CH:87]=1. (3) The product is: [NH2:42][C:26]1[CH:25]=[CH:24][CH:23]=[C:22]2[C:27]=1[CH:28]=[C:29]([C:30]1[CH:35]=[C:34]([CH:36]([CH3:37])[CH3:38])[C:33]([F:39])=[CH:32][C:31]=1[O:40][CH3:41])[C:20]([CH2:19][N:15]1[C@@H:14]([CH3:45])[C@@H:13]([C:5]3[CH:6]=[C:7]([C:9]([F:10])([F:11])[F:12])[CH:8]=[C:3]([C:2]([F:47])([F:1])[F:46])[CH:4]=3)[O:17][C:16]1=[O:18])=[CH:21]2. Given the reactants [F:1][C:2]([F:47])([F:46])[C:3]1[CH:4]=[C:5]([C@H:13]2[O:17][C:16](=[O:18])[N:15]([CH2:19][C:20]3[C:29]([C:30]4[CH:35]=[C:34]([CH:36]([CH3:38])[CH3:37])[C:33]([F:39])=[CH:32][C:31]=4[O:40][CH3:41])=[CH:28][C:27]4[C:22](=[CH:23][CH:24]=[CH:25][C:26]=4[N+:42]([O-])=O)[CH:21]=3)[C@H:14]2[CH3:45])[CH:6]=[C:7]([C:9]([F:12])([F:11])[F:10])[CH:8]=1, predict the reaction product. (4) Given the reactants [N+:1]([C:4]1[CH:12]=[CH:11][CH:10]=[C:9]2[C:5]=1[CH:6]=[N:7][NH:8]2)([O-:3])=[O:2].C(=O)([O-])[O-].[K+].[K+].Cl.Cl[CH2:21][CH2:22][N:23]([CH3:25])[CH3:24], predict the reaction product. The product is: [CH3:24][N:23]([CH3:25])[CH2:22][CH2:21][N:7]1[CH:6]=[C:5]2[C:9]([CH:10]=[CH:11][CH:12]=[C:4]2[N+:1]([O-:3])=[O:2])=[N:8]1. (5) Given the reactants CCO.O.[CH2:5]([C@:7]1([C:16]([O:18]CC)=[O:17])[CH2:9][C@@H:8]1[C:10]1[CH:15]=[CH:14][CH:13]=[CH:12][CH:11]=1)[CH3:6].[Li+].[OH-], predict the reaction product. The product is: [CH2:5]([C@:7]1([C:16]([OH:18])=[O:17])[CH2:9][C@@H:8]1[C:10]1[CH:15]=[CH:14][CH:13]=[CH:12][CH:11]=1)[CH3:6].